This data is from Full USPTO retrosynthesis dataset with 1.9M reactions from patents (1976-2016). The task is: Predict the reactants needed to synthesize the given product. The reactants are: [CH3:1][S:2]([NH:5][C:6]1[CH:11]=[CH:10][C:9]([O:12][CH2:13][C@H:14]2[O:16][CH2:15]2)=[CH:8][CH:7]=1)(=[O:4])=[O:3].[C:17](=O)([O-])[O-].[K+].[K+].CI. Given the product [CH3:17][N:5]([S:2]([CH3:1])(=[O:3])=[O:4])[C:6]1[CH:7]=[CH:8][C:9]([O:12][CH2:13][C@H:14]2[O:16][CH2:15]2)=[CH:10][CH:11]=1, predict the reactants needed to synthesize it.